This data is from Full USPTO retrosynthesis dataset with 1.9M reactions from patents (1976-2016). The task is: Predict the reactants needed to synthesize the given product. Given the product [NH2:16][C:14]1[C:13]([O:19][CH3:20])=[CH:12][C:9]2[CH2:10][CH2:11][N:5]([C:3](=[O:4])[C:2]([F:1])([F:21])[F:22])[CH2:6][CH2:7][C:8]=2[CH:15]=1, predict the reactants needed to synthesize it. The reactants are: [F:1][C:2]([F:22])([F:21])[C:3]([N:5]1[CH2:11][CH2:10][C:9]2[CH:12]=[C:13]([O:19][CH3:20])[C:14]([N+:16]([O-])=O)=[CH:15][C:8]=2[CH2:7][CH2:6]1)=[O:4].